This data is from Reaction yield outcomes from USPTO patents with 853,638 reactions. The task is: Predict the reaction yield, written as a fraction of the theoretical maximum amount of product (1.0 means a 100% yield; for example, 0.34 means a 34% yield). (1) The reactants are C[O:2][C:3](=O)[C@@H:4]([N:16]1[C:22](=[O:23])[CH2:21][CH2:20][N:19]([C:24]2[CH:29]=[CH:28][CH:27]=[C:26]([O:30][C:31]([F:34])([F:33])[F:32])[CH:25]=2)[CH2:18][CH2:17]1)[CH2:5][CH2:6][N:7]1[CH2:14][CH2:13][C:10]2([CH2:12][CH2:11]2)[C@H:9]([OH:15])[CH2:8]1.[Li+].[BH4-]. No catalyst specified. The product is [OH:15][C@@H:9]1[CH2:8][N:7]([CH2:6][CH2:5][C@H:4]([N:16]2[C:22](=[O:23])[CH2:21][CH2:20][N:19]([C:24]3[CH:29]=[CH:28][CH:27]=[C:26]([O:30][C:31]([F:32])([F:33])[F:34])[CH:25]=3)[CH2:18][CH2:17]2)[CH2:3][OH:2])[CH2:14][CH2:13][C:10]21[CH2:12][CH2:11]2. The yield is 0.730. (2) The product is [C:1]([C:5]1[CH:10]=[C:9]([CH3:11])[C:8]([S:12]([NH:20][C:19]2[CH:21]=[C:22]([C:29]([F:30])([F:31])[F:32])[CH:23]=[C:24]([C:25]([F:26])([F:27])[F:28])[C:18]=2[Cl:17])(=[O:14])=[O:13])=[C:7]([CH3:16])[CH:6]=1)([CH3:4])([CH3:3])[CH3:2]. The catalyst is N1C=CC=CC=1. The yield is 0.140. The reactants are [C:1]([C:5]1[CH:10]=[C:9]([CH3:11])[C:8]([S:12](Cl)(=[O:14])=[O:13])=[C:7]([CH3:16])[CH:6]=1)([CH3:4])([CH3:3])[CH3:2].[Cl:17][C:18]1[C:24]([C:25]([F:28])([F:27])[F:26])=[CH:23][C:22]([C:29]([F:32])([F:31])[F:30])=[CH:21][C:19]=1[NH2:20]. (3) The reactants are [OH:1][C:2]1([C@H:13]([NH:15][C:16](=[O:22])[O:17][C:18]([CH3:21])([CH3:20])[CH3:19])[CH3:14])[CH2:5][N:4](CC2C=CC=CC=2)[CH2:3]1.[H][H]. The catalyst is CO.[Pd]. The product is [OH:1][C:2]1([C@H:13]([NH:15][C:16](=[O:22])[O:17][C:18]([CH3:21])([CH3:20])[CH3:19])[CH3:14])[CH2:3][NH:4][CH2:5]1. The yield is 1.00. (4) The reactants are [NH2:1][C:2]1[CH:9]=[CH:8][C:5]([C:6]#[N:7])=[CH:4][C:3]=1Cl.C(O[C:14]([SH:16])=[S:15])C.[K]. The catalyst is CN(C=O)C. The product is [SH:16][C:14]1[S:15][C:3]2[CH:4]=[C:5]([C:6]#[N:7])[CH:8]=[CH:9][C:2]=2[N:1]=1. The yield is 0.970. (5) The reactants are Cl[CH2:2][CH2:3][O:4][C:5](=[O:30])[NH:6][C:7]1[CH:12]=[CH:11][C:10]([C:13]2[N:14]([CH2:28][CH3:29])[C:15]3[C:20]([C:21]=2[C:22]#[N:23])=[CH:19][CH:18]=[C:17]([O:24][CH:25]([CH3:27])[CH3:26])[CH:16]=3)=[CH:9][CH:8]=1.C([O-])([O-])=O.[K+].[K+].O. The catalyst is CN(C=O)C. The product is [CH2:28]([N:14]1[C:15]2[C:20](=[CH:19][CH:18]=[C:17]([O:24][CH:25]([CH3:27])[CH3:26])[CH:16]=2)[C:21]([C:22]#[N:23])=[C:13]1[C:10]1[CH:11]=[CH:12][C:7]([N:6]2[CH2:2][CH2:3][O:4][C:5]2=[O:30])=[CH:8][CH:9]=1)[CH3:29]. The yield is 0.810. (6) The reactants are [Cl:1][C:2]1[CH:3]=[C:4]2[C:8](=[CH:9][CH:10]=1)[N:7]([C:11]1[CH:16]=[CH:15][CH:14]=[C:13]([C:17]([F:20])([F:19])[F:18])[CH:12]=1)[C:6]([C:21](=O)[CH2:22][CH2:23][CH2:24][CH2:25][CH2:26][CH3:27])=[CH:5]2.[NH2:29][C:30]1[CH:39]=[CH:38][C:33]([C:34]([O:36][CH3:37])=[O:35])=[CH:32][CH:31]=1.C(=O)([O-])O.[Na+].C([BH3-])#N.[Na+]. The catalyst is O1CCCC1.[Ti](Cl)(Cl)(Cl)Cl.C(O)(=O)C.C(Cl)Cl.C(N(CC)CC)C. The product is [Cl:1][C:2]1[CH:3]=[C:4]2[C:8](=[CH:9][CH:10]=1)[N:7]([C:11]1[CH:16]=[CH:15][CH:14]=[C:13]([C:17]([F:19])([F:18])[F:20])[CH:12]=1)[C:6]([CH:21]([NH:29][C:30]1[CH:31]=[CH:32][C:33]([C:34]([O:36][CH3:37])=[O:35])=[CH:38][CH:39]=1)[CH2:22][CH2:23][CH2:24][CH2:25][CH2:26][CH3:27])=[CH:5]2. The yield is 0.680. (7) The reactants are [CH2:1]([NH:4][C:5]1([C:8]2[CH:13]=[CH:12][C:11]([C:14]#[C:15][C:16]3[CH:26]=[CH:25][C:19]([C:20]([O:22]CC)=[O:21])=[CH:18][CH:17]=3)=[CH:10][CH:9]=2)[CH2:7][CH2:6]1)[CH2:2][CH3:3].[OH-].[Na+]. The catalyst is C(O)C.O1CCCC1. The product is [CH2:1]([NH:4][C:5]1([C:8]2[CH:13]=[CH:12][C:11]([C:14]#[C:15][C:16]3[CH:17]=[CH:18][C:19]([C:20]([OH:22])=[O:21])=[CH:25][CH:26]=3)=[CH:10][CH:9]=2)[CH2:6][CH2:7]1)[CH2:2][CH3:3]. The yield is 0.690. (8) The reactants are [Cl:1][C:2]1[CH:3]=[C:4]2[C:9](=[CH:10][CH:11]=1)[N:8]=[C:7]([CH3:12])[C:6]([C:13](=[O:15])[CH3:14])=[C:5]2[C:16]1[CH:21]=[CH:20][CH:19]=[CH:18][CH:17]=1.[BH4-].[Na+]. The catalyst is CO. The product is [Cl:1][C:2]1[CH:3]=[C:4]2[C:9](=[CH:10][CH:11]=1)[N:8]=[C:7]([CH3:12])[C:6]([CH:13]([OH:15])[CH3:14])=[C:5]2[C:16]1[CH:21]=[CH:20][CH:19]=[CH:18][CH:17]=1. The yield is 0.830.